Dataset: Reaction yield outcomes from USPTO patents with 853,638 reactions. Task: Predict the reaction yield, written as a fraction of the theoretical maximum amount of product (1.0 means a 100% yield; for example, 0.34 means a 34% yield). (1) The reactants are O[C:2]1[CH:3]=[C:4]([NH:8][C:9]2[N:14]=[C:13]([NH:15][C:16]3[CH:21]=[CH:20][CH:19]=[C:18](O)[CH:17]=3)[C:12]([F:23])=[CH:11][N:10]=2)[CH:5]=[CH:6][CH:7]=1.[NH2:24][C:25]1C=C(C=CC=1)C#N.Cl[C:34]1N=C(Cl)C(F)=C[N:35]=1. The yield is 0.760. The product is [C:25]([C:2]1[CH:3]=[C:4]([NH:8][C:9]2[N:14]=[C:13]([NH:15][C:16]3[CH:21]=[CH:20][CH:19]=[C:18]([C:34]#[N:35])[CH:17]=3)[C:12]([F:23])=[CH:11][N:10]=2)[CH:5]=[CH:6][CH:7]=1)#[N:24]. No catalyst specified. (2) The reactants are [Br:1][C:2]1[C:6]2=[N:7][CH:8]=[CH:9][C:10]([O:11][CH:12]([CH3:14])[CH3:13])=[C:5]2[S:4][C:3]=1C(O)=O.C1C=CC(OP([O:30][C:31]2C=CC=CC=2)(N=[N+]=[N-])=O)=CC=1.CC[N:39](C(C)C)C(C)C.[C:46]([OH:50])([CH3:49])([CH3:48])[CH3:47]. No catalyst specified. The product is [Br:1][C:2]1[C:6]2=[N:7][CH:8]=[CH:9][C:10]([O:11][CH:12]([CH3:13])[CH3:14])=[C:5]2[S:4][C:3]=1[NH:39][C:31](=[O:30])[O:50][C:46]([CH3:49])([CH3:48])[CH3:47]. The yield is 0.659. (3) The reactants are [CH:1]1([N:5]2[C:9](B3OC(C)(C)C(C)(C)O3)=[CH:8][CH:7]=[N:6]2)[CH2:4][CH2:3][CH2:2]1.Br[C:20]1[C:25]([CH2:26][OH:27])=[CH:24][CH:23]=[CH:22][N:21]=1.C(=O)([O-])[O-].[Na+].[Na+].O1CCOCC1. The catalyst is C1C=CC(P(C2C=CC=CC=2)[C-]2C=CC=C2)=CC=1.C1C=CC(P(C2C=CC=CC=2)[C-]2C=CC=C2)=CC=1.Cl[Pd]Cl.[Fe+2].O. The product is [CH:1]1([N:5]2[C:9]([C:20]3[C:25]([CH2:26][OH:27])=[CH:24][CH:23]=[CH:22][N:21]=3)=[CH:8][CH:7]=[N:6]2)[CH2:2][CH2:3][CH2:4]1. The yield is 0.330. (4) The reactants are [CH2:1]([N:3]1[C:12]2[C:7](=[N:8][CH:9]=[C:10]([CH2:13][C:14]3[CH:19]=[CH:18][C:17]([F:20])=[CH:16][CH:15]=3)[CH:11]=2)[C:6]([OH:21])=[C:5]([C:22](OCC)=[O:23])[C:4]1=[O:27])[CH3:2].[NH2:28][CH2:29][CH2:30][NH:31][C:32](=[O:34])[CH3:33]. No catalyst specified. The product is [C:32]([NH:31][CH2:30][CH2:29][NH:28][C:22]([C:5]1[C:4](=[O:27])[N:3]([CH2:1][CH3:2])[C:12]2[C:7]([C:6]=1[OH:21])=[N:8][CH:9]=[C:10]([CH2:13][C:14]1[CH:15]=[CH:16][C:17]([F:20])=[CH:18][CH:19]=1)[CH:11]=2)=[O:23])(=[O:34])[CH3:33]. The yield is 0.600. (5) The reactants are [NH2:1][C:2]1[CH:3]=[C:4]2[C:8](=[CH:9][C:10]=1[N+:11]([O-:13])=[O:12])[C:7](=[O:14])[NH:6][C:5]2=[O:15].N[C:17]1[CH:18]=[N:19][CH:20]=[CH:21][CH:22]=1.N1C=CN=C1. The catalyst is C1(OC2C=CC=CC=2)C=CC=CC=1. The product is [NH2:1][C:2]1[CH:3]=[C:4]2[C:8](=[CH:9][C:10]=1[N+:11]([O-:13])=[O:12])[C:7](=[O:14])[N:6]([C:17]1[CH:18]=[N:19][CH:20]=[CH:21][CH:22]=1)[C:5]2=[O:15]. The yield is 0.622. (6) The reactants are [I:1][C:2]1[CH:8]=[CH:7][C:5]([NH2:6])=[CH:4][CH:3]=1.[C:9]([O:12][CH2:13][C:14](Cl)=[O:15])(=[O:11])[CH3:10].O. The catalyst is C(Cl)Cl. The product is [C:9]([O:12][CH2:13][C:14]([NH:6][C:5]1[CH:7]=[CH:8][C:2]([I:1])=[CH:3][CH:4]=1)=[O:15])(=[O:11])[CH3:10]. The yield is 1.00. (7) The reactants are [I:1][C:2]1[CH:11]=[CH:10][CH:9]=[C:8]2[C:3]=1[CH:4]1[CH2:12][CH:7]2[CH:6](O)[CH:5]1O.O.I([O-])(=O)(=O)=O.[Na+].[CH2:22]([NH2:29])[C:23]1[CH:28]=[CH:27][CH:26]=[CH:25][CH:24]=1. The catalyst is ClC(Cl)C.ClCCCl. The product is [CH2:22]([N:29]1[CH2:5][CH:4]2[CH2:12][CH:7]([C:8]3[CH:9]=[CH:10][CH:11]=[C:2]([I:1])[C:3]=32)[CH2:6]1)[C:23]1[CH:28]=[CH:27][CH:26]=[CH:25][CH:24]=1. The yield is 0.610. (8) The reactants are [CH2:1]([O:8][C:9]1[CH:14]=[CH:13][N:12]([C:15]2[N:16]([CH3:24])[C:17]([C:21](O)=[O:22])=[C:18]([CH3:20])[N:19]=2)[C:11](=[O:25])[CH:10]=1)[C:2]1[CH:7]=[CH:6][CH:5]=[CH:4][CH:3]=1.[CH2:26]([NH2:33])[C:27]1[CH:32]=[CH:31][CH:30]=[CH:29][CH:28]=1. No catalyst specified. The product is [CH2:26]([NH:33][C:21]([C:17]1[N:16]([CH3:24])[C:15]([N:12]2[CH:13]=[CH:14][C:9]([O:8][CH2:1][C:2]3[CH:3]=[CH:4][CH:5]=[CH:6][CH:7]=3)=[CH:10][C:11]2=[O:25])=[N:19][C:18]=1[CH3:20])=[O:22])[C:27]1[CH:32]=[CH:31][CH:30]=[CH:29][CH:28]=1. The yield is 0.620.